This data is from NCI-60 drug combinations with 297,098 pairs across 59 cell lines. The task is: Regression. Given two drug SMILES strings and cell line genomic features, predict the synergy score measuring deviation from expected non-interaction effect. (1) Drug 1: CN1CCC(CC1)COC2=C(C=C3C(=C2)N=CN=C3NC4=C(C=C(C=C4)Br)F)OC. Drug 2: CN1C2=C(C=C(C=C2)N(CCCl)CCCl)N=C1CCCC(=O)O.Cl. Cell line: OVCAR-8. Synergy scores: CSS=14.1, Synergy_ZIP=-3.32, Synergy_Bliss=3.06, Synergy_Loewe=0.890, Synergy_HSA=3.54. (2) Drug 1: CC12CCC3C(C1CCC2=O)CC(=C)C4=CC(=O)C=CC34C. Drug 2: C1C(C(OC1N2C=C(C(=O)NC2=O)F)CO)O. Cell line: LOX IMVI. Synergy scores: CSS=64.1, Synergy_ZIP=-1.17, Synergy_Bliss=-2.59, Synergy_Loewe=-7.53, Synergy_HSA=0.767. (3) Drug 1: C1=CC=C(C=C1)NC(=O)CCCCCCC(=O)NO. Drug 2: CC1C(C(CC(O1)OC2CC(OC(C2O)C)OC3=CC4=CC5=C(C(=O)C(C(C5)C(C(=O)C(C(C)O)O)OC)OC6CC(C(C(O6)C)O)OC7CC(C(C(O7)C)O)OC8CC(C(C(O8)C)O)(C)O)C(=C4C(=C3C)O)O)O)O. Cell line: NCIH23. Synergy scores: CSS=51.6, Synergy_ZIP=0.710, Synergy_Bliss=4.40, Synergy_Loewe=-13.5, Synergy_HSA=2.97. (4) Drug 1: C1=CC(=CC=C1CCC2=CNC3=C2C(=O)NC(=N3)N)C(=O)NC(CCC(=O)O)C(=O)O. Drug 2: CCC1(CC2CC(C3=C(CCN(C2)C1)C4=CC=CC=C4N3)(C5=C(C=C6C(=C5)C78CCN9C7C(C=CC9)(C(C(C8N6C)(C(=O)OC)O)OC(=O)C)CC)OC)C(=O)OC)O.OS(=O)(=O)O. Cell line: MDA-MB-435. Synergy scores: CSS=50.3, Synergy_ZIP=-6.62, Synergy_Bliss=-8.47, Synergy_Loewe=-17.3, Synergy_HSA=-6.29. (5) Drug 1: CCC1=CC2CC(C3=C(CN(C2)C1)C4=CC=CC=C4N3)(C5=C(C=C6C(=C5)C78CCN9C7C(C=CC9)(C(C(C8N6C)(C(=O)OC)O)OC(=O)C)CC)OC)C(=O)OC.C(C(C(=O)O)O)(C(=O)O)O. Drug 2: C1CN(P(=O)(OC1)NCCCl)CCCl. Cell line: HOP-92. Synergy scores: CSS=35.7, Synergy_ZIP=2.53, Synergy_Bliss=8.06, Synergy_Loewe=-59.5, Synergy_HSA=6.67. (6) Drug 2: CN(C(=O)NC(C=O)C(C(C(CO)O)O)O)N=O. Drug 1: CCN(CC)CCNC(=O)C1=C(NC(=C1C)C=C2C3=C(C=CC(=C3)F)NC2=O)C. Synergy scores: CSS=-8.48, Synergy_ZIP=4.97, Synergy_Bliss=2.94, Synergy_Loewe=-6.46, Synergy_HSA=-5.94. Cell line: DU-145. (7) Drug 1: C1CNP(=O)(OC1)N(CCCl)CCCl. Drug 2: C(CCl)NC(=O)N(CCCl)N=O. Cell line: CCRF-CEM. Synergy scores: CSS=0.581, Synergy_ZIP=0.329, Synergy_Bliss=-1.86, Synergy_Loewe=-14.1, Synergy_HSA=-7.61. (8) Drug 1: C1=CC=C(C(=C1)C(C2=CC=C(C=C2)Cl)C(Cl)Cl)Cl. Drug 2: CN(CC1=CN=C2C(=N1)C(=NC(=N2)N)N)C3=CC=C(C=C3)C(=O)NC(CCC(=O)O)C(=O)O. Cell line: A549. Synergy scores: CSS=56.3, Synergy_ZIP=0.835, Synergy_Bliss=0.139, Synergy_Loewe=-57.4, Synergy_HSA=-0.252. (9) Drug 1: CC1C(C(CC(O1)OC2CC(CC3=C2C(=C4C(=C3O)C(=O)C5=C(C4=O)C(=CC=C5)OC)O)(C(=O)CO)O)N)O.Cl. Drug 2: C1=NC2=C(N1)C(=S)N=C(N2)N. Cell line: SF-295. Synergy scores: CSS=37.0, Synergy_ZIP=0.813, Synergy_Bliss=-2.40, Synergy_Loewe=-2.56, Synergy_HSA=-4.23. (10) Drug 1: CC1=C(C=C(C=C1)NC(=O)C2=CC=C(C=C2)CN3CCN(CC3)C)NC4=NC=CC(=N4)C5=CN=CC=C5. Drug 2: C1=NC2=C(N1)C(=S)N=CN2. Cell line: HOP-92. Synergy scores: CSS=44.5, Synergy_ZIP=-2.54, Synergy_Bliss=-2.61, Synergy_Loewe=-22.4, Synergy_HSA=-0.0354.